From a dataset of Forward reaction prediction with 1.9M reactions from USPTO patents (1976-2016). Predict the product of the given reaction. (1) Given the reactants [H-].[Na+].[OH:3][C@:4]1([C:20]2[CH:29]=[C:28]([CH:30]=[CH2:31])[C:27]3[C:22](=[CH:23][CH:24]=[CH:25][CH:26]=3)[CH:21]=2)[CH2:8][N:7]([C:9]([O:11][C:12]([CH3:15])([CH3:14])[CH3:13])=[O:10])[C@H:6]([C:16]([O:18][CH3:19])=[O:17])[CH2:5]1.I[CH3:33], predict the reaction product. The product is: [CH3:33][O:3][C@:4]1([C:20]2[CH:29]=[C:28]([CH:30]=[CH2:31])[C:27]3[C:22](=[CH:23][CH:24]=[CH:25][CH:26]=3)[CH:21]=2)[CH2:8][N:7]([C:9]([O:11][C:12]([CH3:13])([CH3:14])[CH3:15])=[O:10])[C@H:6]([C:16]([O:18][CH3:19])=[O:17])[CH2:5]1. (2) Given the reactants [CH3:1][C:2]1([CH3:16])[O:6][B:5]([C:7]2[CH:12]=[CH:11][C:10]([OH:13])=[CH:9][CH:8]=2)[O:4][C:3]1([CH3:15])[CH3:14].[F:17][C:18]1[CH:19]=[C:20](B(O)O)[CH:21]=[CH:22][CH:23]=1, predict the reaction product. The product is: [F:17][C:18]1[CH:23]=[C:22]([CH:21]=[CH:20][CH:19]=1)[O:13][C:10]1[CH:11]=[CH:12][C:7]([B:5]2[O:4][C:3]([CH3:15])([CH3:14])[C:2]([CH3:16])([CH3:1])[O:6]2)=[CH:8][CH:9]=1.